This data is from Full USPTO retrosynthesis dataset with 1.9M reactions from patents (1976-2016). The task is: Predict the reactants needed to synthesize the given product. The reactants are: [NH2:1][C:2]1[CH:3]=[C:4]([CH2:8][OH:9])[CH:5]=[CH:6][CH:7]=1.[CH3:10][C:11]([O:14][C:15](O[C:15]([O:14][C:11]([CH3:13])([CH3:12])[CH3:10])=[O:16])=[O:16])([CH3:13])[CH3:12].CCN(C(C)C)C(C)C.O. Given the product [OH:9][CH2:8][C:4]1[CH:3]=[C:2]([NH:1][C:15](=[O:16])[O:14][C:11]([CH3:13])([CH3:12])[CH3:10])[CH:7]=[CH:6][CH:5]=1, predict the reactants needed to synthesize it.